This data is from Forward reaction prediction with 1.9M reactions from USPTO patents (1976-2016). The task is: Predict the product of the given reaction. (1) Given the reactants [NH:1]1[C:9]2[C:4](=[CH:5][CH:6]=[CH:7][CH:8]=2)[CH:3]=[C:2]1[CH2:10][CH2:11][C:12]([O:14][CH3:15])=[O:13].[H-].[Na+].[CH3:18]I, predict the reaction product. The product is: [CH3:18][N:1]1[C:9]2[C:4](=[CH:5][CH:6]=[CH:7][CH:8]=2)[CH:3]=[C:2]1[CH2:10][CH2:11][C:12]([O:14][CH3:15])=[O:13]. (2) Given the reactants [CH2:1](Cl)Cl.Br[C:5]1[CH:6]=[C:7]([CH2:11][NH:12][C:13](=[O:19])[O:14][C:15]([CH3:18])([CH3:17])[CH3:16])[CH:8]=[N:9][CH:10]=1.C(N([CH2:25][CH3:26])CC)C, predict the reaction product. The product is: [CH2:1]=[C:25]([C:5]1[CH:6]=[C:7]([CH2:11][NH:12][C:13](=[O:19])[O:14][C:15]([CH3:18])([CH3:17])[CH3:16])[CH:8]=[N:9][CH:10]=1)[CH3:26].